Dataset: Catalyst prediction with 721,799 reactions and 888 catalyst types from USPTO. Task: Predict which catalyst facilitates the given reaction. (1) Reactant: C([O-])([O-])=O.[Cs+].[Cs+].[OH:7][C:8]1[C:16]2[CH:15]=[CH:14][S:13][C:12]=2[CH:11]=[C:10]([C:17]([O:19]CC)=O)[CH:9]=1.F[C:23]1[CH:28]=[CH:27][C:26]([S:29]([CH3:32])(=[O:31])=[O:30])=[CH:25][CH:24]=1.[CH3:33][N:34]1[CH:38]=[CH:37][C:36]([NH2:39])=[N:35]1.[CH3:40]N(C(ON1N=NC2C=CC=NC1=2)=[N+](C)C)C.F[P-](F)(F)(F)(F)F. Product: [CH3:32][S:29]([C:26]1[CH:27]=[CH:28][C:23]([O:7][C:8]2[C:16]3[CH:15]=[C:14]([CH3:40])[S:13][C:12]=3[CH:11]=[C:10]([C:17]([NH:39][C:36]3[CH:37]=[CH:38][N:34]([CH3:33])[N:35]=3)=[O:19])[CH:9]=2)=[CH:24][CH:25]=1)(=[O:31])=[O:30]. The catalyst class is: 3. (2) Reactant: [Br:1][C:2]1[CH:3]=[C:4]([CH:6]=[CH:7][C:8]=1[F:9])[NH2:5].Cl[C:11]1[N:16]=[C:15]([C:17]([F:20])([F:19])[F:18])[CH:14]=[CH:13][N:12]=1.O1CCOCC1.CC1C=CC(S(O)(=O)=O)=CC=1. Product: [Br:1][C:2]1[CH:3]=[C:4]([NH:5][C:11]2[N:16]=[C:15]([C:17]([F:20])([F:19])[F:18])[CH:14]=[CH:13][N:12]=2)[CH:6]=[CH:7][C:8]=1[F:9]. The catalyst class is: 13. (3) Reactant: [Cl-].[Al+3].[Cl-].[Cl-].[N-:5]=[N+:6]=[N-:7].[Na+].[Cl:9][C:10]1[CH:15]=[CH:14][CH:13]=[C:12]([N:16]=[C:17]=[O:18])[C:11]=1[CH3:19].N([O-])=O.[Na+].Cl. Product: [CH3:19][C:11]1[C:10]([Cl:9])=[CH:15][CH:14]=[CH:13][C:12]=1[N:16]1[C:17](=[O:18])[NH:7][N:6]=[N:5]1. The catalyst class is: 145. (4) Reactant: [NH2:1][C:2]1[O:3][C:4]2[C:9]([CH:10]([C:14]3[CH:19]=[C:18]([O:20][CH3:21])[C:17]([O:22][CH3:23])=[C:16]([Br:24])[CH:15]=3)[C:11]=1[C:12]#[N:13])=[CH:8][CH:7]=[C:6]1[CH:25]=[CH:26][CH:27]=[CH:28][C:5]=21.Cl.[NH2:30][OH:31].C(=O)([O-])[O-].[K+].[K+]. Product: [NH2:1][C:2]1[O:3][C:4]2[C:9]([CH:10]([C:14]3[CH:19]=[C:18]([O:20][CH3:21])[C:17]([O:22][CH3:23])=[C:16]([Br:24])[CH:15]=3)[C:11]=1[C:12]([NH:30][OH:31])=[NH:13])=[CH:8][CH:7]=[C:6]1[CH:25]=[CH:26][CH:27]=[CH:28][C:5]=21. The catalyst class is: 162. (5) Reactant: [CH3:1][NH:2][CH:3]1[CH2:16][C:15]2[C:6]([CH3:25])([CH:7]3[CH:12]([CH2:13][CH:14]=2)[CH:11]2[CH2:17][CH2:18][CH:19]4[CH:20]([CH3:24])[N:21]([CH3:23])[CH2:22][C:10]24[CH2:9][CH2:8]3)[CH2:5][CH2:4]1.[CH:26]([C:29]1[S:30][C:31]([C:35](O)=[O:36])=[C:32]([CH3:34])[N:33]=1)([CH3:28])[CH3:27].Cl.CN(C)CCCN=C=NCC.ON1C2C=CC=CC=2N=N1. Product: [CH3:1][N:2]([CH:3]1[CH2:16][C:15]2[C:6]([CH3:25])([CH:7]3[CH:12]([CH2:13][CH:14]=2)[CH:11]2[CH2:17][CH2:18][CH:19]4[CH:20]([CH3:24])[N:21]([CH3:23])[CH2:22][C:10]24[CH2:9][CH2:8]3)[CH2:5][CH2:4]1)[C:35]([C:31]1[S:30][C:29]([CH:26]([CH3:27])[CH3:28])=[N:33][C:32]=1[CH3:34])=[O:36]. The catalyst class is: 4. (6) Reactant: [F:1][C:2]([F:7])([F:6])[C:3]([OH:5])=[O:4].C(OC([N:15]1[CH2:20][CH2:19][N:18]([CH2:21][CH2:22][F:23])[CH2:17][CH2:16]1)=O)(C)(C)C. The catalyst class is: 2. Product: [OH:5][C:3]([C:2]([F:7])([F:6])[F:1])=[O:4].[OH:5][C:3]([C:2]([F:7])([F:6])[F:1])=[O:4].[F:23][CH2:22][CH2:21][N:18]1[CH2:19][CH2:20][NH:15][CH2:16][CH2:17]1. (7) Reactant: [NH2:1][CH:2]([CH2:12][C:13]1[CH:18]=[CH:17][CH:16]=[C:15]([S:19][C:20]([F:23])([F:22])[F:21])[CH:14]=1)[CH:3]([C:5]1[CH:10]=[CH:9][C:8]([F:11])=[CH:7][CH:6]=1)[OH:4].[F:24][C:25]1[C:34]2[C:29](=[CH:30][CH:31]=[CH:32][CH:33]=2)[C:28]([C:35](O)=[O:36])=[CH:27][CH:26]=1.Cl.C(N=C=NCCCN(C)C)C.O.ON1C2C=CC=CC=2N=N1. Product: [F:24][C:25]1[C:34]2[C:29](=[CH:30][CH:31]=[CH:32][CH:33]=2)[C:28]([C:35]([NH:1][CH:2]([CH2:12][C:13]2[CH:18]=[CH:17][CH:16]=[C:15]([S:19][C:20]([F:23])([F:22])[F:21])[CH:14]=2)[CH:3]([C:5]2[CH:10]=[CH:9][C:8]([F:11])=[CH:7][CH:6]=2)[OH:4])=[O:36])=[CH:27][CH:26]=1. The catalyst class is: 47. (8) Reactant: [CH2:1](N(CC)CC)C.[CH2:8]=[C:9]([C:14]([O:17]S(F)(=O)=O)([F:16])[F:15])[C:10]([F:13])([F:12])[F:11].O. Product: [F:15][C:14]([F:16])([O:17][CH3:1])[C:9]([C:10]([F:13])([F:12])[F:11])=[CH2:8]. The catalyst class is: 5. (9) Reactant: [F:1][CH:2]1[C:6]2([CH2:11][CH2:10][N:9](C(OC(C)(C)C)=O)[CH2:8][CH2:7]2)[C:5](=[O:19])[N:4]([C:20]2[CH2:21][O:22][C:23](=[O:26])[C:24]=2[CH3:25])[CH2:3]1.FC(F)(F)C(O)=O. Product: [F:1][CH:2]1[C:6]2([CH2:11][CH2:10][NH:9][CH2:8][CH2:7]2)[C:5](=[O:19])[N:4]([C:20]2[CH2:21][O:22][C:23](=[O:26])[C:24]=2[CH3:25])[CH2:3]1. The catalyst class is: 4. (10) Reactant: C(N(CC)CC)C.[CH3:8][C:9]1([CH3:24])[CH2:18][CH2:17][C:16]([CH3:20])([CH3:19])[C:15]2[CH:14]=[C:13]([C:21](Cl)=[O:22])[CH:12]=[CH:11][C:10]1=2.[CH:25]1([NH:29][C:30](=[O:39])[C:31]2[CH:36]=[CH:35][C:34]([CH2:37][OH:38])=[CH:33][CH:32]=2)[CH2:28][CH2:27][CH2:26]1.O. Product: [CH3:8][C:9]1([CH3:24])[CH2:18][CH2:17][C:16]([CH3:20])([CH3:19])[C:15]2[CH:14]=[C:13]([C:21]([O:38][CH2:37][C:34]3[CH:33]=[CH:32][C:31]([C:30]([NH:29][CH:25]4[CH2:28][CH2:27][CH2:26]4)=[O:39])=[CH:36][CH:35]=3)=[O:22])[CH:12]=[CH:11][C:10]1=2. The catalyst class is: 4.